Dataset: Full USPTO retrosynthesis dataset with 1.9M reactions from patents (1976-2016). Task: Predict the reactants needed to synthesize the given product. (1) The reactants are: [CH3:1][C:2]1[NH:3][C:4]2[C:9]([CH:10]=1)=[C:8]([C:11]([F:14])([F:13])[F:12])[C:7]([C:15]#[N:16])=[CH:6][CH:5]=2.Cl[CH2:18][C:19]1[CH:23]=[C:22]([C:24]2[CH:29]=[CH:28][CH:27]=[C:26]([C:30]([F:33])([F:32])[F:31])[CH:25]=2)[O:21][N:20]=1. Given the product [CH3:1][C:2]1[N:3]([CH2:18][C:19]2[CH:23]=[C:22]([C:24]3[CH:29]=[CH:28][CH:27]=[C:26]([C:30]([F:32])([F:31])[F:33])[CH:25]=3)[O:21][N:20]=2)[C:4]2[C:9]([CH:10]=1)=[C:8]([C:11]([F:12])([F:14])[F:13])[C:7]([C:15]#[N:16])=[CH:6][CH:5]=2, predict the reactants needed to synthesize it. (2) Given the product [Cl:21][C:22]1[CH:27]=[C:26]([OH:28])[CH:25]=[C:24]([C:30]([C:33]2[CH:38]=[CH:37][N:36]=[CH:35][CH:34]=2)([CH3:32])[CH3:31])[CH:23]=1, predict the reactants needed to synthesize it. The reactants are: BrC1C=C(C(C2C=C(O)C=CC=2)(C)C)C=C([N+]([O-])=O)C=1.[Cl:21][C:22]1[CH:23]=[C:24]([C:30]([C:33]2[CH:38]=[CH:37][N:36]=[CH:35][CH:34]=2)([CH3:32])[CH3:31])[CH:25]=[C:26]([O:28]C)[CH:27]=1. (3) Given the product [C:18]([O:23][C:16]1([CH2:32][CH3:33])[CH:7]2[CH2:8][CH:9]3[CH2:15][CH:13]([CH2:12][CH:11]1[CH2:10]3)[CH2:14]2)(=[O:22])[C:19]([CH3:21])=[CH2:20], predict the reactants needed to synthesize it. The reactants are: C(O[C:7]12[CH2:16][CH:11]3[CH2:12][CH:13]([CH2:15][C:9](O)([CH2:10]3)[CH2:8]1)[CH2:14]2)(=O)C(C)=C.[C:18]([O:23]C1CCOC1=O)(=[O:22])[C:19]([CH3:21])=[CH2:20].N(C(C)(C)C#N)=N[C:32](C)(C)[C:33]#N.N(C(C)(CC(C)C)C#N)=NC(C)(CC(C)C)C#N. (4) Given the product [C:1]([C:4]1[S:8]/[C:7](=[N:9]\[C:10](=[O:20])[C:11]2[CH:16]=[C:15]([Cl:17])[CH:14]=[CH:13][C:12]=2[O:18][CH3:19])/[N:6]([CH2:23][CH2:24][CH2:25][CH3:26])[C:5]=1[CH3:21])(=[O:3])[CH3:2], predict the reactants needed to synthesize it. The reactants are: [C:1]([C:4]1[S:8][C:7]([NH:9][C:10](=[O:20])[C:11]2[CH:16]=[C:15]([Cl:17])[CH:14]=[CH:13][C:12]=2[O:18][CH3:19])=[N:6][C:5]=1[CH3:21])(=[O:3])[CH3:2].Br[CH2:23][CH2:24][CH2:25][CH3:26].CC(C)([O-])C.[K+]. (5) Given the product [NH2:12][C:9]1[N:8]=[CH:7][C:6]([N:4]2[CH2:5][C:2]([CH3:1])([OH:15])[CH2:3]2)=[CH:11][CH:10]=1, predict the reactants needed to synthesize it. The reactants are: [CH3:1][C:2]1([OH:15])[CH2:5][N:4]([C:6]2[CH:7]=[N:8][C:9]([N+:12]([O-])=O)=[CH:10][CH:11]=2)[CH2:3]1.